From a dataset of Full USPTO retrosynthesis dataset with 1.9M reactions from patents (1976-2016). Predict the reactants needed to synthesize the given product. (1) Given the product [NH2:1][C:2]1[C:7]2=[C:8]([C:15]3[CH:20]=[CH:19][C:18]([NH:21][C:22]([NH:24][C:25]4[CH:30]=[C:29]([C:31]([F:34])([F:33])[F:32])[CH:28]=[CH:27][C:26]=4[F:35])=[O:23])=[C:17]([F:36])[CH:16]=3)[CH:9]=[C:10]([C:11](=[O:14])[CH2:12][O:55][CH2:54][CH2:53][CH2:52][N:46]3[CH2:51][CH2:50][O:49][CH2:48][CH2:47]3)[N:6]2[N:5]=[CH:4][N:3]=1, predict the reactants needed to synthesize it. The reactants are: [NH2:1][C:2]1[C:7]2=[C:8]([C:15]3[CH:20]=[CH:19][C:18]([NH:21][C:22]([NH:24][C:25]4[CH:30]=[C:29]([C:31]([F:34])([F:33])[F:32])[CH:28]=[CH:27][C:26]=4[F:35])=[O:23])=[C:17]([F:36])[CH:16]=3)[CH:9]=[C:10]([C:11](=[O:14])[CH2:12]Br)[N:6]2[N:5]=[CH:4][N:3]=1.C(N(C(C)C)CC)(C)C.[N:46]1([CH2:52][CH2:53][CH2:54][OH:55])[CH2:51][CH2:50][O:49][CH2:48][CH2:47]1. (2) Given the product [CH3:11][NH:12][C:13]([C:15]1[C:16](=[O:32])[C:17]([C:22]2[CH:27]=[CH:26][N:25]=[C:24]([C:28]([F:31])([F:30])[F:29])[CH:23]=2)=[C:18]([CH3:21])[N:19]([CH2:2][C:3]2[CH:10]=[CH:9][C:6]([C:7]#[N:8])=[CH:5][N:4]=2)[CH:20]=1)=[O:14], predict the reactants needed to synthesize it. The reactants are: Br[CH2:2][C:3]1[CH:10]=[CH:9][C:6]([C:7]#[N:8])=[CH:5][N:4]=1.[CH3:11][NH:12][C:13]([C:15]1[C:16](=[O:32])[C:17]([C:22]2[CH:27]=[CH:26][N:25]=[C:24]([C:28]([F:31])([F:30])[F:29])[CH:23]=2)=[C:18]([CH3:21])[NH:19][CH:20]=1)=[O:14]. (3) Given the product [CH3:18][O:19][C:20](=[O:51])[CH2:21][N:22]1[C:30]2[C:25](=[CH:26][CH:27]=[C:28]([S:31]([N:34]3[CH2:39][CH2:38][N:37]([C:40]4[CH:41]=[CH:42][C:43]([O:46][C:47]([F:49])([F:50])[F:48])=[CH:44][CH:45]=4)[CH2:36][CH2:35]3)(=[O:33])=[O:32])[CH:29]=2)[CH:24]=[CH:23]1.[F:50][C:47]([F:48])([F:49])[O:46][C:43]1[CH:44]=[CH:45][C:40]([N:37]2[CH2:38][CH2:39][N:34]([S:31]([C:28]3[CH:29]=[C:30]4[C:25]([CH:24]=[CH:23][N:22]4[CH2:21][C:20]([OH:51])=[O:19])=[CH:26][CH:27]=3)(=[O:33])=[O:32])[CH2:35][CH2:36]2)=[CH:41][CH:42]=1, predict the reactants needed to synthesize it. The reactants are: FC(F)(F)OC1C=CC(N2CCNCC2)=CC=1.[CH3:18][O:19][C:20](=[O:51])[CH2:21][N:22]1[C:30]2[C:25](=[CH:26][CH:27]=[C:28]([S:31]([N:34]3[CH2:39][CH2:38][N:37]([C:40]4[CH:45]=[CH:44][C:43]([O:46][C:47]([F:50])([F:49])[F:48])=[CH:42][CH:41]=4)[CH2:36][CH2:35]3)(=[O:33])=[O:32])[CH:29]=2)[CH:24]=[CH:23]1.[Li+].[OH-].FC(F)(F)C1C=CC(C2CCNCC=2)=CC=1.